This data is from Reaction yield outcomes from USPTO patents with 853,638 reactions. The task is: Predict the reaction yield, written as a fraction of the theoretical maximum amount of product (1.0 means a 100% yield; for example, 0.34 means a 34% yield). (1) The reactants are [NH2:1][C:2]1[C:3]2[N:4]([C:8]([C@H:25]3[CH2:30][CH2:29][C@H:28]([CH2:31]OS(C4C=CC(C)=CC=4)(=O)=O)[CH2:27][CH2:26]3)=[N:9][C:10]=2[C:11]2[CH:16]=[CH:15][CH:14]=[C:13]([O:17][CH2:18][C:19]3[CH:24]=[CH:23][CH:22]=[CH:21][CH:20]=3)[CH:12]=2)[CH:5]=[CH:6][N:7]=1.[NH:43]1[CH2:46][CH2:45][CH2:44]1. The catalyst is C1COCC1. The product is [N:43]1([CH2:31][C@H:28]2[CH2:29][CH2:30][C@H:25]([C:8]3[N:4]4[CH:5]=[CH:6][N:7]=[C:2]([NH2:1])[C:3]4=[C:10]([C:11]4[CH:16]=[CH:15][CH:14]=[C:13]([O:17][CH2:18][C:19]5[CH:20]=[CH:21][CH:22]=[CH:23][CH:24]=5)[CH:12]=4)[N:9]=3)[CH2:26][CH2:27]2)[CH2:46][CH2:45][CH2:44]1. The yield is 0.820. (2) The reactants are Br[C:2]1[N:10]2[C:5]([CH:6]=[N:7][C:8]([S:11][CH3:12])=[N:9]2)=[CH:4][CH:3]=1.[F:13][C:14]1([F:26])[O:18][C:17]2[CH:19]=[CH:20][CH:21]=[C:22](B(O)O)[C:16]=2[O:15]1.C(=O)([O-])[O-].[Na+].[Na+].O1CCOCC1. The catalyst is O.C1C=CC([P]([Pd]([P](C2C=CC=CC=2)(C2C=CC=CC=2)C2C=CC=CC=2)([P](C2C=CC=CC=2)(C2C=CC=CC=2)C2C=CC=CC=2)[P](C2C=CC=CC=2)(C2C=CC=CC=2)C2C=CC=CC=2)(C2C=CC=CC=2)C2C=CC=CC=2)=CC=1. The product is [F:26][C:14]1([F:13])[O:15][C:16]2[CH:22]=[CH:21][CH:20]=[C:19]([C:2]3[N:10]4[C:5]([CH:6]=[N:7][C:8]([S:11][CH3:12])=[N:9]4)=[CH:4][CH:3]=3)[C:17]=2[O:18]1. The yield is 0.630. (3) The product is [C:31]1([CH:25]([C:19]2[CH:20]=[CH:21][CH:22]=[CH:23][CH:24]=2)[N:26]2[CH2:29][C:28]([CH2:2][C:1]([O:4][C:5]([CH3:8])([CH3:7])[CH3:6])=[O:3])([OH:30])[CH2:27]2)[CH:32]=[CH:33][CH:34]=[CH:35][CH:36]=1. The yield is 0.870. The catalyst is C1COCC1.CCOCC.O. The reactants are [C:1]([O:4][C:5]([CH3:8])([CH3:7])[CH3:6])(=[O:3])[CH3:2].[Li+].C[Si]([N-][Si](C)(C)C)(C)C.[C:19]1([CH:25]([C:31]2[CH:36]=[CH:35][CH:34]=[CH:33][CH:32]=2)[N:26]2[CH2:29][C:28](=[O:30])[CH2:27]2)[CH:24]=[CH:23][CH:22]=[CH:21][CH:20]=1.[Cl-].[NH4+]. (4) The reactants are [NH2:1][C:2]1[N:6]([C:7]2[CH:12]=[CH:11][CH:10]=[C:9]([OH:13])[CH:8]=2)[N:5]=[C:4]([C:14]([CH3:18])([CH3:17])[C:15]#[N:16])[CH:3]=1.[O:19]1[CH2:24][CH2:23][CH2:22][CH2:21][CH:20]1[O:25][CH2:26][CH2:27]O.C1(P(C2C=CC=CC=2)C2C=CC=CC=2)C=CC=CC=1.N(C(OC(C)C)=O)=NC(OC(C)C)=O. The catalyst is C1COCC1. The product is [NH2:1][C:2]1[N:6]([C:7]2[CH:12]=[CH:11][CH:10]=[C:9]([O:13][CH2:27][CH2:26][O:25][CH:20]3[CH2:21][CH2:22][CH2:23][CH2:24][O:19]3)[CH:8]=2)[N:5]=[C:4]([C:14]([CH3:18])([CH3:17])[C:15]#[N:16])[CH:3]=1. The yield is 0.570. (5) The reactants are [CH2:1]([O:3][C:4](=[O:19])[CH2:5][S:6][C:7]1[CH:12]=[CH:11][C:10]([C:13]2[CH2:17][CH2:16][C:15](=[O:18])[CH:14]=2)=[CH:9][CH:8]=1)[CH3:2].C([C@@H]1N[C@H](C2OC(C)=CC=2)N(C)C1=O)C1C=CC=CC=1.ClC(Cl)(Cl)C(O)=O. The catalyst is C(OCC)C. The product is [CH2:1]([O:3][C:4](=[O:19])[CH2:5][S:6][C:7]1[CH:12]=[CH:11][C:10]([C@@H:13]2[CH2:17][CH2:16][C:15](=[O:18])[CH2:14]2)=[CH:9][CH:8]=1)[CH3:2]. The yield is 0.670.